Task: Predict the reaction yield, written as a fraction of the theoretical maximum amount of product (1.0 means a 100% yield; for example, 0.34 means a 34% yield).. Dataset: Reaction yield outcomes from USPTO patents with 853,638 reactions (1) The reactants are [CH3:1][O:2][C:3]1[CH:10]=[C:9]([O:11][CH3:12])[C:8]([C:13]2[CH:18]=[N:17][CH:16]=[CH:15][N:14]=2)=[CH:7][C:4]=1[CH:5]=O.[C:19]([C:22]1[CH:30]=[CH:29][C:25]([C:26]([OH:28])=[O:27])=[CH:24][CH:23]=1)(=[O:21])[CH3:20]. No catalyst specified. The product is [CH3:1][O:2][C:3]1[CH:10]=[C:9]([O:11][CH3:12])[C:8]([C:13]2[CH:18]=[N:17][CH:16]=[CH:15][N:14]=2)=[CH:7][C:4]=1/[CH:5]=[CH:20]/[C:19]([C:22]1[CH:30]=[CH:29][C:25]([C:26]([OH:28])=[O:27])=[CH:24][CH:23]=1)=[O:21]. The yield is 0.0400. (2) The reactants are [O:1]=[O+][O-].C([C:6](=P(C1C=CC=CC=1)(C1C=CC=CC=1)C1C=CC=CC=1)[C:7]([C@@H:9]([NH:14][C:15](=[O:35])[O:16][C@H:17]([CH2:22][C:23]1[O:24][C:25]([C:28]2[CH:33]=[CH:32][C:31]([F:34])=[CH:30][CH:29]=2)=[N:26][N:27]=1)[C:18]([CH3:21])([CH3:20])[CH3:19])[CH2:10][CH2:11][CH2:12][CH3:13])=[O:8])#N.[CH3:55][C@H:56]([NH2:63])[C:57]1[CH:62]=[CH:61][CH:60]=[CH:59][CH:58]=1. The catalyst is ClCCl. The product is [O:1]=[C:6]([NH:63][C@@H:56]([C:57]1[CH:62]=[CH:61][CH:60]=[CH:59][CH:58]=1)[CH3:55])[C:7]([C@@H:9]([NH:14][C:15](=[O:35])[O:16][C@H:17]([CH2:22][C:23]1[O:24][C:25]([C:28]2[CH:33]=[CH:32][C:31]([F:34])=[CH:30][CH:29]=2)=[N:26][N:27]=1)[C:18]([CH3:19])([CH3:21])[CH3:20])[CH2:10][CH2:11][CH2:12][CH3:13])=[O:8]. The yield is 0.390. (3) The reactants are [Cl:1][C:2]1[CH:3]=[C:4]([CH:6]=[CH:7][C:8]=1[Cl:9])[NH2:5].[CH:10](O)=[O:11]. No catalyst specified. The product is [Cl:1][C:2]1[CH:3]=[C:4]([NH:5][CH:10]=[O:11])[CH:6]=[CH:7][C:8]=1[Cl:9]. The yield is 0.940. (4) The reactants are C[Si](C)(C)CC[O:5][C:6](=[O:29])[CH2:7][C:8]1[C:16]2[C:11](=[CH:12][C:13]([F:19])=[C:14]([O:17][CH3:18])[CH:15]=2)[N:10]([C:20]([C:22]2[S:23][C:24]([Cl:27])=[CH:25][CH:26]=2)=[O:21])[C:9]=1[CH3:28].ClC1SC=CC=1.[F-].C([N+](CCCC)(CCCC)CCCC)CCC. The catalyst is C1COCC1.[Cl-].[NH4+]. The product is [Cl:27][C:24]1[S:23][C:22]([C:20]([N:10]2[C:11]3[C:16](=[CH:15][C:14]([O:17][CH3:18])=[C:13]([F:19])[CH:12]=3)[C:8]([CH2:7][C:6]([OH:29])=[O:5])=[C:9]2[CH3:28])=[O:21])=[CH:26][CH:25]=1. The yield is 0.590. (5) The reactants are [F:1][C:2]1[CH:7]=[CH:6][C:5]([C:8]2[C:17]([C:18]3[CH:23]=[CH:22][N:21]=[CH:20][CH:19]=3)=[C:11]3[CH:12]=[C:13]([OH:16])[CH:14]=[CH:15][N:10]3[N:9]=2)=[CH:4][CH:3]=1.CC(C)([O-])C.[K+].I[CH2:31][CH2:32][CH2:33][CH3:34].O. The catalyst is CN(C)C=O.C1COCC1. The product is [CH2:31]([O:16][C:13]1[CH:14]=[CH:15][N:10]2[N:9]=[C:8]([C:5]3[CH:4]=[CH:3][C:2]([F:1])=[CH:7][CH:6]=3)[C:17]([C:18]3[CH:23]=[CH:22][N:21]=[CH:20][CH:19]=3)=[C:11]2[CH:12]=1)[CH2:32][CH2:33][CH3:34]. The yield is 0.580.